Dataset: Drug-target binding data from BindingDB using IC50 measurements. Task: Regression. Given a target protein amino acid sequence and a drug SMILES string, predict the binding affinity score between them. We predict pIC50 (pIC50 = -log10(IC50 in M); higher means more potent). Dataset: bindingdb_ic50. (1) The small molecule is O=C1NCC2c3c(cccc31)CCN2C(=O)CCc1cnccn1. The target protein (Q9UKK3) has sequence MVMGIFANCIFCLKVKYLPQQQKKKLQTDIKENGGKFSFSLNPQCTHIILDNADVLSQYQLNSIQKNHVHIANPDFIWKSIREKRLLDVKNYDPYKPLDITPPPDQKASSSEVKTEGLCPDSATEEEDTVELTEFGMQNVEIPHLPQDFEVAKYNTLEKVGMEGGQEAVVVELQCSRDSRDCPFLISSHFLLDDGMETRRQFAIKKTSEDASEYFENYIEELKKQGFLLREHFTPEATQLASEQLQALLLEEVMNSSTLSQEVSDLVEMIWAEALGHLEHMLLKPVNRISLNDVSKAEGILLLVKAALKNGETAEQLQKMMTEFYRLIPHKGTMPKEVNLGLLAKKADLCQLIRDMVNVCETNLSKPNPPSLAKYRALRCKIEHVEQNTEEFLRVRKEVLQNHHSKSPVDVLQIFRVGRVNETTEFLSKLGNVRPLLHGSPVQNIVGILCRGLLLPKVVEDRGVQRTDVGNLGSGIYFSDSLSTSIKYSHPGETDGTRLL.... The pIC50 is 6.2. (2) The small molecule is CN(C)CCNc1nc(/C=C/c2ccc(Cl)cc2)nc2ccc(C(=O)c3ccccc3)cc12. The target protein (P0A9A6) has sequence MFEPMELTNDAVIKVIGVGGGGGNAVEHMVRERIEGVEFFAVNTDAQALRKTAVGQTIQIGSGITKGLGAGANPEVGRNAADEDRDALRAALEGADMVFIAAGMGGGTGTGAAPVVAEVAKDLGILTVAVVTKPFNFEGKKRMAFAEQGITELSKHVDSLITIPNDKLLKVLGRGISLLDAFGAANDVLKGAVQGIAELITRPGLMNVDFADVRTVMSEMGYAMMGSGVASGEDRAEEAAEMAISSPLLEDIDLSGARGVLVNITAGFDLRLDEFETVGNTIRAFASDNATVVIGTSLDPDMNDELRVTVVATGIGMDKRPEITLVTNKQVQQPVMDRYQQHGMAPLTQEQKPVAKVVNDNAPQTAKEPDYLDIPAFLRKQAD. The pIC50 is 4.1. (3) The small molecule is N#CN=S1(=O)c2ccc(Oc3cc(F)cc(F)c3)c(Cl)c2C(O)C1(F)F. The target protein (P15692) has sequence MNFLLSWVHWSLALLLYLHHAKWSQAAPMAEGGGQNHHEVVKFMDVYQRSYCHPIETLVDIFQEYPDEIEYIFKPSCVPLMRCGGCCNDEGLECVPTEESNITMQIMRIKPHQGQHIGEMSFLQHNKCECRPKKDRARQEKKSVRGKGKGQKRKRKKSRYKSWSVYVGARCCLMPWSLPGPHPCGPCSERRKHLFVQDPQTCKCSCKNTDSRCKARQLELNERTCRCDKPRR. The pIC50 is 6.8.